This data is from Reaction yield outcomes from USPTO patents with 853,638 reactions. The task is: Predict the reaction yield, written as a fraction of the theoretical maximum amount of product (1.0 means a 100% yield; for example, 0.34 means a 34% yield). (1) The reactants are Cl[C:2]1[CH:11]=[CH:10][N:9]=[C:8]2[C:3]=1[CH:4]=[CH:5][C:6]([CH2:12][CH2:13][CH3:14])=[N:7]2.[NH2:15][C:16]1[CH:21]=[C:20]([CH3:22])[CH:19]=[CH:18][C:17]=1[S:23][C:24]1[CH:25]=[C:26]([NH:30][C:31](=[O:33])[CH3:32])[CH:27]=[CH:28][CH:29]=1. The catalyst is CCO. The product is [CH3:22][C:20]1[CH:19]=[CH:18][C:17]([S:23][C:24]2[CH:25]=[C:26]([NH:30][C:31](=[O:33])[CH3:32])[CH:27]=[CH:28][CH:29]=2)=[C:16]([NH:15][C:2]2[C:3]3[C:8](=[N:7][C:6]([CH2:12][CH2:13][CH3:14])=[CH:5][CH:4]=3)[N:9]=[CH:10][CH:11]=2)[CH:21]=1. The yield is 0.740. (2) The reactants are [O:1]=[C:2]1[C:11]2[NH:12][CH:13]=[C:14]([C:15]([OH:17])=O)[C:10]=2[C:9]2[CH:8]=[CH:7][CH:6]=[CH:5][C:4]=2[NH:3]1.[CH3:18][N:19]1CCOCC1.Cl.CN. The catalyst is C(OCC)C. The product is [CH3:18][NH:19][C:15]([C:14]1[C:10]2[C:9]3[CH:8]=[CH:7][CH:6]=[CH:5][C:4]=3[NH:3][C:2](=[O:1])[C:11]=2[NH:12][CH:13]=1)=[O:17]. The yield is 0.0700. (3) The reactants are [Cl:1][C:2]1[CH:7]=[CH:6][C:5]([C:8]2[C:12]([CH2:13][O:14][C:15]3[N:16]=[CH:17][C:18]([C:21]([OH:23])=O)=[N:19][CH:20]=3)=[CH:11][O:10][N:9]=2)=[CH:4][CH:3]=1.[NH2:24][C@H:25]([CH2:27][OH:28])[CH3:26]. No catalyst specified. The product is [OH:28][CH2:27][C@H:25]([NH:24][C:21]([C:18]1[CH:17]=[N:16][C:15]([O:14][CH2:13][C:12]2[C:8]([C:5]3[CH:4]=[CH:3][C:2]([Cl:1])=[CH:7][CH:6]=3)=[N:9][O:10][CH:11]=2)=[CH:20][N:19]=1)=[O:23])[CH3:26]. The yield is 0.470. (4) The reactants are [NH:1]1[C:9]2[C:4](=[CH:5][CH:6]=[CH:7][C:8]=2[C:10]([O:12][CH3:13])=[O:11])[CH:3]=[CH:2]1.N1C2C(=CC=CC=2)C=[C:15]1C(OCC)=O. No catalyst specified. The product is [CH3:15][N:1]1[C:9]2[C:4](=[CH:5][CH:6]=[CH:7][C:8]=2[C:10]([O:12][CH3:13])=[O:11])[CH:3]=[CH:2]1. The yield is 0.900. (5) The reactants are [C:1]1([CH2:7][N:8]2[CH2:12][CH:11]3[C:13](=O)[CH2:14][CH2:15][CH:10]3[CH2:9]2)[CH:6]=[CH:5][CH:4]=[CH:3][CH:2]=1.Cl.[NH2:18]O.[OH-].[Na+].[H-].[H-].[H-].[H-].[Li+].[Al+3]. The catalyst is C(Cl)Cl.C1COCC1.CO. The product is [C:1]1([CH2:7][N:8]2[CH2:12][C@@H:11]3[C@H:13]([NH2:18])[CH2:14][CH2:15][C@@H:10]3[CH2:9]2)[CH:6]=[CH:5][CH:4]=[CH:3][CH:2]=1.[C:1]1([CH2:7][N:8]2[CH2:12][C@@H:11]3[C@@H:13]([NH2:18])[CH2:14][CH2:15][C@@H:10]3[CH2:9]2)[CH:6]=[CH:5][CH:4]=[CH:3][CH:2]=1. The yield is 0.470. (6) The product is [F:26][C:25]([F:28])([F:27])[C:22]1[CH:23]=[CH:24][C:19]([N:8]2[CH2:7][CH2:6][C:5]3([CH2:1][N:2]([C:11]([O:13][C:14]([CH3:17])([CH3:16])[CH3:15])=[O:12])[CH2:3][CH2:4]3)[CH2:10][CH2:9]2)=[CH:20][CH:21]=1. The reactants are [CH2:1]1[C:5]2([CH2:10][CH2:9][NH:8][CH2:7][CH2:6]2)[CH2:4][CH2:3][N:2]1[C:11]([O:13][C:14]([CH3:17])([CH3:16])[CH3:15])=[O:12].Br[C:19]1[CH:24]=[CH:23][C:22]([C:25]([F:28])([F:27])[F:26])=[CH:21][CH:20]=1.C1C=CC(P(C2C(C3C(P(C4C=CC=CC=4)C4C=CC=CC=4)=CC=C4C=3C=CC=C4)=C3C(C=CC=C3)=CC=2)C2C=CC=CC=2)=CC=1. The catalyst is C1(C)C=CC=CC=1.CC([O-])=O.CC([O-])=O.[Pd+2]. The yield is 0.370.